This data is from Forward reaction prediction with 1.9M reactions from USPTO patents (1976-2016). The task is: Predict the product of the given reaction. (1) The product is: [CH2:1]([O:8][C@H:9]([C@H:14]([O:36][CH2:37][C:38]1[CH:39]=[CH:40][CH:41]=[CH:42][CH:43]=1)[C@H:15]([O:28][CH2:29][C:30]1[CH:35]=[CH:34][CH:33]=[CH:32][CH:31]=1)[CH2:16][O:17][Si:18]([CH:19]([CH3:21])[CH3:20])([CH:25]([CH3:26])[CH3:27])[CH:22]([CH3:24])[CH3:23])[CH:10]([OH:13])[CH2:11][O:12][C:52]([C:51]1[CH:50]=[CH:32][CH:31]=[CH:30][CH:29]=1)([C:56]1[CH:4]=[CH:3][CH:2]=[CH:7][CH:6]=1)[C:53]1[CH:11]=[CH:10][CH:9]=[CH:14][CH:54]=1)[C:2]1[CH:7]=[CH:6][CH:5]=[CH:4][CH:3]=1. Given the reactants [CH2:1]([O:8][C@H:9]([C@H:14]([O:36][CH2:37][C:38]1[CH:43]=[CH:42][CH:41]=[CH:40][CH:39]=1)[C@H:15]([O:28][CH2:29][C:30]1[CH:35]=[CH:34][CH:33]=[CH:32][CH:31]=1)[CH2:16][O:17][Si:18]([CH:25]([CH3:27])[CH3:26])([CH:22]([CH3:24])[CH3:23])[CH:19]([CH3:21])[CH3:20])[CH:10]([OH:13])[CH2:11][OH:12])[C:2]1[CH:7]=[CH:6][CH:5]=[CH:4][CH:3]=1.[Cl-].C(N([CH2:50][CH3:51])CC)C.[CH2:52]1[CH2:56]O[CH2:54][CH2:53]1, predict the reaction product. (2) The product is: [Br:18][CH2:11][C:10]([C:4]1[CH:3]=[C:2]([Br:1])[C:7]([OH:8])=[C:6]([Br:9])[CH:5]=1)=[O:12]. Given the reactants [Br:1][C:2]1[CH:3]=[C:4]([C:10](=[O:12])[CH3:11])[CH:5]=[C:6]([Br:9])[C:7]=1[OH:8].C(OCC)C.[Br:18]Br.C(=O)([O-])O.[Na+], predict the reaction product. (3) Given the reactants Br[C:2]1[CH:10]=[C:9]([C:11]#[N:12])[CH:8]=[C:7]2[C:3]=1[CH:4]=[CH:5][N:6]2[C:13]1[CH:18]=[CH:17][C:16]([O:19][CH2:20][C:21]2[CH:26]=[CH:25][CH:24]=[CH:23][CH:22]=2)=[C:15]([F:27])[CH:14]=1.[OH-:28].[K+].Cl, predict the reaction product. The product is: [F:27][C:15]1[CH:14]=[C:13]([N:6]2[C:7]3[C:3](=[C:2]([OH:28])[CH:10]=[C:9]([C:11]#[N:12])[CH:8]=3)[CH:4]=[CH:5]2)[CH:18]=[CH:17][C:16]=1[O:19][CH2:20][C:21]1[CH:26]=[CH:25][CH:24]=[CH:23][CH:22]=1. (4) Given the reactants [H-].[H-].[H-].[H-].[Li+].[Al+3].[Cl:7][C:8]1[CH:17]=[CH:16][C:11]([C:12](OC)=[O:13])=[CH:10][N:9]=1, predict the reaction product. The product is: [Cl:7][C:8]1[N:9]=[CH:10][C:11]([CH2:12][OH:13])=[CH:16][CH:17]=1.